Dataset: Forward reaction prediction with 1.9M reactions from USPTO patents (1976-2016). Task: Predict the product of the given reaction. (1) Given the reactants [N].N1C2C(=CC=CC=2)C=N1.[Cl:11][C:12]1[CH:20]=[CH:19][CH:18]=[C:17]2[C:13]=1[CH:14]=[N:15][NH:16]2.[O:21]1[CH:26]=[CH:25][CH2:24][CH2:23][CH2:22]1.C1(C)C=CC(S([O-])(=O)=O)=CC=1.[NH+]1C=CC=CC=1, predict the reaction product. The product is: [Cl:11][C:12]1[C:13]2[C:17]([CH:18]=[CH:19][CH:20]=1)=[N:16][N:15]([CH:22]1[CH2:23][CH2:24][CH2:25][CH2:26][O:21]1)[CH:14]=2. (2) Given the reactants N1CCC[C@H]1C(O)=O.[OH-].[Na+].[CH3:11][O:12][C:13](=[O:22])[C:14]1[CH:19]=[C:18](I)[CH:17]=[C:16]([Cl:21])[CH:15]=1.[CH3:23][S:24]([O-:26])=[O:25].[Na+].C(=O)(O)[O-].[Na+], predict the reaction product. The product is: [CH3:11][O:12][C:13](=[O:22])[C:14]1[CH:19]=[C:18]([S:24]([CH3:23])(=[O:26])=[O:25])[CH:17]=[C:16]([Cl:21])[CH:15]=1.